Predict the product of the given reaction. From a dataset of Forward reaction prediction with 1.9M reactions from USPTO patents (1976-2016). Given the reactants [NH2:1][C:2]1[CH:7]=[CH:6][C:5]([S:8]([NH2:11])(=[O:10])=[O:9])=[CH:4][CH:3]=1.N1C=CC=CC=1.[C:18](Cl)(=[O:21])[CH:19]=[CH2:20].Cl, predict the reaction product. The product is: [S:8]([C:5]1[CH:6]=[CH:7][C:2]([NH:1][C:18](=[O:21])[CH:19]=[CH2:20])=[CH:3][CH:4]=1)(=[O:9])(=[O:10])[NH2:11].